This data is from Full USPTO retrosynthesis dataset with 1.9M reactions from patents (1976-2016). The task is: Predict the reactants needed to synthesize the given product. (1) Given the product [Cl:25][C:22]1[CH:21]=[CH:20][C:19]([C:16]2[CH:17]=[C:18]3[CH:9]([N:8]4[CH2:2][C:3](=[O:4])[NH:5][C:6]4=[O:7])[CH2:10][C:11]([CH3:34])([CH3:35])[O:12][C:13]3=[N:14][C:15]=2[C:26]2[CH:31]=[CH:30][C:29]([Cl:32])=[CH:28][C:27]=2[Cl:33])=[CH:24][CH:23]=1, predict the reactants needed to synthesize it. The reactants are: Cl[CH2:2][C:3]([NH:5][C:6]([NH:8][CH:9]1[C:18]2[C:13](=[N:14][C:15]([C:26]3[CH:31]=[CH:30][C:29]([Cl:32])=[CH:28][C:27]=3[Cl:33])=[C:16]([C:19]3[CH:24]=[CH:23][C:22]([Cl:25])=[CH:21][CH:20]=3)[CH:17]=2)[O:12][C:11]([CH3:35])([CH3:34])[CH2:10]1)=[O:7])=[O:4].[H-].[Na+]. (2) The reactants are: [C:1]([C:4]1[C:28](=[O:29])[C@@:8]2([CH3:30])[C:9]3[C:15]([OH:16])=[CH:14][C:13]([O:17][CH2:18][C:19]4[CH:24]=[CH:23][CH:22]=[CH:21][CH:20]=4)=[C:12]([C:25]([NH2:27])=[O:26])[C:10]=3[O:11][C:7]2=[CH:6][C:5]=1[OH:31])(=[O:3])[CH3:2].[CH:32](=O)[C:33]1[CH:38]=[CH:37][CH:36]=[CH:35][CH:34]=1.C([SiH](CC)CC)C.FC(F)(F)C(O)=O. Given the product [C:1]([C:4]1[C:28](=[O:29])[C@@:8]2([CH3:30])[C:9]3[C:15]([OH:16])=[CH:14][C:13]([O:17][CH2:18][C:19]4[CH:24]=[CH:23][CH:22]=[CH:21][CH:20]=4)=[C:12]([C:25]([NH:27][CH2:32][C:33]4[CH:38]=[CH:37][CH:36]=[CH:35][CH:34]=4)=[O:26])[C:10]=3[O:11][C:7]2=[CH:6][C:5]=1[OH:31])(=[O:3])[CH3:2], predict the reactants needed to synthesize it. (3) Given the product [F:1][C:2]1[CH:3]=[CH:4][C:5]([C:8]2[CH:13]=[CH:12][CH:11]=[CH:10][C:9]=2[CH2:14][N:15]2[CH:20]=[CH:19][CH:18]=[C:17]([C:21]([OH:23])=[O:22])[C:16]2=[O:25])=[CH:6][CH:7]=1, predict the reactants needed to synthesize it. The reactants are: [F:1][C:2]1[CH:7]=[CH:6][C:5]([C:8]2[CH:13]=[CH:12][CH:11]=[CH:10][C:9]=2[CH2:14][N:15]2[CH:20]=[CH:19][CH:18]=[C:17]([C:21]([O:23]C)=[O:22])[C:16]2=[O:25])=[CH:4][CH:3]=1.[OH-].[Na+]. (4) The reactants are: Cl[C:2]1[N:7]=[C:6]([NH:8][CH2:9][C:10]2[CH:15]=[CH:14][C:13]([O:16][CH3:17])=[C:12]([O:18][CH3:19])[CH:11]=2)[N:5]2[N:20]=[C:21]([C:23]3[O:24][CH:25]=[CH:26][CH:27]=3)[N:22]=[C:4]2[CH:3]=1.[Si:28]([O:35][CH2:36][Sn](CCCC)(CCCC)CCCC)([C:31]([CH3:34])([CH3:33])[CH3:32])([CH3:30])[CH3:29].[CH3:50][CH2:51][CH2:52][CH2:53][CH2:54][CH3:55].C(OCC)(=O)C. Given the product [Si:28]([O:35][CH2:36][C:2]1[N:7]=[C:6]([NH:8][CH2:9][C:10]2[CH:15]=[CH:14][C:13]([O:16][CH3:17])=[C:12]([O:18][CH3:19])[CH:11]=2)[N:5]2[N:20]=[C:21]([C:23]3[O:24][CH:25]=[CH:26][CH:27]=3)[N:22]=[C:4]2[CH:3]=1)([C:31]([CH3:34])([CH3:33])[CH3:32])([CH3:30])[CH3:29].[CH2:52]([C:51]1[N:7]=[C:6]([NH:8][CH2:9][C:10]2[CH:15]=[CH:14][C:13]([O:16][CH3:17])=[C:12]([O:18][CH3:19])[CH:11]=2)[N:5]2[N:20]=[C:21]([C:23]3[O:24][CH:25]=[CH:26][CH:27]=3)[N:22]=[C:4]2[CH:50]=1)[CH2:53][CH2:54][CH3:55], predict the reactants needed to synthesize it.